This data is from Catalyst prediction with 721,799 reactions and 888 catalyst types from USPTO. The task is: Predict which catalyst facilitates the given reaction. (1) Reactant: [F:1][C:2]([F:11])([F:10])[CH:3]([CH2:8][CH3:9])[CH2:4][C:5]([OH:7])=[O:6].[CH3:12][Si](C=[N+]=[N-])(C)C. Product: [CH3:12][O:6][C:5](=[O:7])[CH2:4][CH:3]([C:2]([F:10])([F:11])[F:1])[CH2:8][CH3:9]. The catalyst class is: 98. (2) Reactant: [OH:1][C:2]([C:8]1[S:9][CH:10]=[C:11]([CH3:13])[N:12]=1)([CH3:7])[C:3]([NH:5][NH2:6])=O.[F:14][C:15]1[C:16]([CH2:22][N:23]2[CH:27]=[CH:26][C:25]([N:28]=[C:29]=[S:30])=[N:24]2)=[N:17][CH:18]=[CH:19][C:20]=1[CH3:21].S(=O)(=O)(O)O.N. Product: [F:14][C:15]1[C:16]([CH2:22][N:23]2[CH:27]=[CH:26][C:25]([NH:28][C:29]3[S:30][C:3]([C:2]([C:8]4[S:9][CH:10]=[C:11]([CH3:13])[N:12]=4)([OH:1])[CH3:7])=[N:5][N:6]=3)=[N:24]2)=[N:17][CH:18]=[CH:19][C:20]=1[CH3:21]. The catalyst class is: 815. (3) Reactant: [CH:1]#[C:2][CH:3](O)[CH2:4][CH3:5].C1CCN2C(=NCCC2)CC1.FC(F)(F)C(OC(=O)C(F)(F)F)=O.[Cl:31][C:32]1[CH:41]=[C:36]([C:37]([O:39][CH3:40])=[O:38])[C:35]([OH:42])=[CH:34][CH:33]=1.[Cl-].[NH4+]. Product: [Cl:31][C:32]1[CH:33]=[CH:34][C:35]([O:42][CH:3]([CH2:4][CH3:5])[C:2]#[CH:1])=[C:36]([CH:41]=1)[C:37]([O:39][CH3:40])=[O:38]. The catalyst class is: 10. (4) Reactant: [CH3:1][C:2]([C:4]1[CH:9]=[CH:8][C:7]([I:10])=[CH:6][CH:5]=1)=[O:3].O=[CH:12][C:13]1[CH:21]=[CH:20][C:17]([O:18][CH3:19])=[C:15]([OH:16])[CH:14]=1.[OH-].[K+]. Product: [OH:16][C:15]1[CH:14]=[C:13]([CH:12]=[CH:1][C:2]([C:4]2[CH:9]=[CH:8][C:7]([I:10])=[CH:6][CH:5]=2)=[O:3])[CH:21]=[CH:20][C:17]=1[O:18][CH3:19]. The catalyst class is: 8. (5) Reactant: [CH2:1]([O:3][C:4](=[O:21])/[CH:5]=[CH:6]/[CH2:7][N:8]1[CH2:13][CH2:12][N:11](C(OC(C)(C)C)=O)[CH2:10][CH2:9]1)[CH3:2]. Product: [N:8]1([CH2:7]/[CH:6]=[CH:5]/[C:4]([O:3][CH2:1][CH3:2])=[O:21])[CH2:13][CH2:12][NH:11][CH2:10][CH2:9]1. The catalyst class is: 137. (6) Reactant: [F:1][C:2]([F:28])([F:27])[O:3][C:4]1[CH:9]=[CH:8][C:7]([N:10]2[C:14]3[CH:15]=[CH:16][C:17]4[CH:22]=[C:21]([C:23]([O:25]C)=[O:24])[CH:20]=[CH:19][C:18]=4[C:13]=3[N:12]=[CH:11]2)=[CH:6][CH:5]=1.O[Li].O. Product: [F:28][C:2]([F:1])([F:27])[O:3][C:4]1[CH:9]=[CH:8][C:7]([N:10]2[C:14]3[CH:15]=[CH:16][C:17]4[CH:22]=[C:21]([C:23]([OH:25])=[O:24])[CH:20]=[CH:19][C:18]=4[C:13]=3[N:12]=[CH:11]2)=[CH:6][CH:5]=1. The catalyst class is: 20. (7) Reactant: [C:1]1([CH2:7][CH2:8][C:9]([OH:11])=O)[CH:6]=[CH:5][CH:4]=[CH:3][CH:2]=1.C([N:19]1[CH2:24][CH2:23][NH:22][C@H:21]([CH2:25][C:26]2[CH:31]=[CH:30][CH:29]=[CH:28][CH:27]=2)[CH2:20]1)C1C=CC=CC=1.CCN=C=NCCCN(C)C.C1C=CC2N(O)N=NC=2C=1. Product: [CH2:25]([C@@H:21]1[CH2:20][NH:19][CH2:24][CH2:23][N:22]1[C:9](=[O:11])[CH2:8][CH2:7][C:1]1[CH:2]=[CH:3][CH:4]=[CH:5][CH:6]=1)[C:26]1[CH:31]=[CH:30][CH:29]=[CH:28][CH:27]=1. The catalyst class is: 268. (8) Reactant: C(O[CH:4]=[C:5]([C:8]#[N:9])[C:6]#[N:7])C.[NH:10]([C:12]1[S:13][CH:14]=[CH:15][N:16]=1)[NH2:11]. Product: [NH2:9][C:8]1[N:10]([C:12]2[S:13][CH:14]=[CH:15][N:16]=2)[N:11]=[CH:4][C:5]=1[C:6]#[N:7]. The catalyst class is: 8. (9) Reactant: [CH:1]1[C:10]2[C:5](=[CH:6][CH:7]=[CH:8][CH:9]=2)[CH:4]=[CH:3][N:2]=1.[CH2:11]1[C@@H:15]([CH2:16][CH2:17][CH2:18][CH2:19][C:20]([OH:22])=[O:21])[S:14][S:13][CH2:12]1. Product: [CH:1]1[C:10]2[C:5](=[CH:6][CH:7]=[CH:8][CH:9]=2)[CH:4]=[CH:3][N:2]=1.[CH2:11]1[C@@H:15]([CH2:16][CH2:17][CH2:18][CH2:19][C:20]([OH:22])=[O:21])[S:14][S:13][CH2:12]1. The catalyst class is: 6.